This data is from Forward reaction prediction with 1.9M reactions from USPTO patents (1976-2016). The task is: Predict the product of the given reaction. (1) Given the reactants [Cl:1][C:2]1[CH:20]=[CH:19][C:5]([O:6][CH2:7][CH2:8][NH:9][C:10]([C:12]2[N:13]=[N:14][C:15](Cl)=[CH:16][CH:17]=2)=[O:11])=[CH:4][CH:3]=1.[N:21]1([C:27]([C:29]2[CH:34]=[CH:33][CH:32]=[CH:31][C:30]=2[C:35]([F:38])([F:37])[F:36])=[O:28])[CH2:26][CH2:25][NH:24][CH2:23][CH2:22]1, predict the reaction product. The product is: [Cl:1][C:2]1[CH:20]=[CH:19][C:5]([O:6][CH2:7][CH2:8][NH:9][C:10]([C:12]2[N:13]=[N:14][C:15]([N:24]3[CH2:25][CH2:26][N:21]([C:27](=[O:28])[C:29]4[CH:34]=[CH:33][CH:32]=[CH:31][C:30]=4[C:35]([F:38])([F:36])[F:37])[CH2:22][CH2:23]3)=[CH:16][CH:17]=2)=[O:11])=[CH:4][CH:3]=1. (2) Given the reactants C([Li])CCC.CCCCCC.[O:12]=[C:13]1[CH2:17][CH2:16][CH2:15][N:14]1[C:18]([O:20][CH2:21][CH:22]1[C:34]2[CH:33]=[CH:32][CH:31]=[CH:30][C:29]=2[C:28]2[C:23]1=[CH:24][CH:25]=[CH:26][CH:27]=2)=[O:19].[CH3:35][O:36][CH2:37][C:38](Cl)=O.Cl.[NH2:42][C:43]1[CH:48]=[CH:47][CH:46]=[CH:45][CH:44]=1.O.C1(C)C=CC(S(O)(=O)=O)=CC=1.C(O)(=O)CC(CC(O)=O)(C(O)=O)O, predict the reaction product. The product is: [CH3:35][O:36][CH2:37][C:38](=[C:17]1[CH2:16][CH2:15][N:14]([C:18]([O:20][CH2:21][CH:22]2[C:34]3[CH:33]=[CH:32][CH:31]=[CH:30][C:29]=3[C:28]3[C:23]2=[CH:24][CH:25]=[CH:26][CH:27]=3)=[O:19])[C:13]1=[O:12])[NH:42][C:43]1[CH:48]=[CH:47][CH:46]=[CH:45][CH:44]=1. (3) Given the reactants [Cl:1][C:2]1[CH:11]=[CH:10][CH:9]=[C:8]2[C:3]=1[C:4](=[O:30])[N:5]([CH2:24][CH2:25][CH2:26][CH2:27][C:28]#[N:29])[C:6]([C@@H:12]([NH:16][C:17](=[O:23])[O:18][C:19]([CH3:22])([CH3:21])[CH3:20])[CH:13]1[CH2:15][CH2:14]1)=[N:7]2.CC[OH:33].O, predict the reaction product. The product is: [NH2:29][C:28](=[O:33])[CH2:27][CH2:26][CH2:25][CH2:24][N:5]1[C:4](=[O:30])[C:3]2[C:8](=[CH:9][CH:10]=[CH:11][C:2]=2[Cl:1])[N:7]=[C:6]1[C@@H:12]([NH:16][C:17](=[O:23])[O:18][C:19]([CH3:22])([CH3:20])[CH3:21])[CH:13]1[CH2:15][CH2:14]1. (4) Given the reactants C[Si]([C:5]#[N:6])(C)C.[CH2:7](OC1C=C[N+]([O-])=CC=1)[C:8]1[CH:13]=[CH:12][CH:11]=[CH:10][CH:9]=1.[CH3:22][N:23]([CH3:27])C(Cl)=O.[C:28](=O)(O)[O-].[Na+], predict the reaction product. The product is: [CH2:11]([C:10]1[CH:9]=[CH:27][N:23]=[C:22]([C:5]#[N:6])[CH:28]=1)[CH2:12][CH2:13][CH2:8][CH3:7]. (5) The product is: [C:2]1([C:23]2[CH:28]=[CH:27][CH:26]=[CH:25][CH:24]=2)[CH:7]=[CH:6][C:5]([N:8]2[CH:12]=[N:11][C:10]([C:13]3[CH:14]=[C:15]([CH:20]=[CH:21][CH:22]=3)[C:16]([OH:18])=[O:17])=[N:9]2)=[CH:4][CH:3]=1. Given the reactants Br[C:2]1[CH:7]=[CH:6][C:5]([N:8]2[CH:12]=[N:11][C:10]([C:13]3[CH:14]=[C:15]([CH:20]=[CH:21][CH:22]=3)[C:16]([O:18]C)=[O:17])=[N:9]2)=[CH:4][CH:3]=1.[C:23]1(B(O)O)[CH:28]=[CH:27][CH:26]=[CH:25][CH:24]=1.C(=O)([O-])[O-].[Na+].[Na+], predict the reaction product. (6) Given the reactants [Br:1]N1C(=O)CCC1=O.[CH2:9]([C:11]1[CH:16]=[CH:15][CH:14]=[CH:13][C:12]=1[OH:17])[CH3:10].C(N(C(C)C)CC)(C)C.Cl, predict the reaction product. The product is: [Br:1][C:13]1[CH:14]=[CH:15][CH:16]=[C:11]([CH2:9][CH3:10])[C:12]=1[OH:17].